The task is: Predict the reactants needed to synthesize the given product.. This data is from Retrosynthesis with 50K atom-mapped reactions and 10 reaction types from USPTO. (1) Given the product Cc1ccc2c(OCCN3CCC(Cc4cccc(NC(=O)CCl)c4)CC3)cccc2n1, predict the reactants needed to synthesize it. The reactants are: Cc1ccc2c(OCCN3CCC(Cc4cccc(N)c4)CC3)cccc2n1.O=C(Cl)CCl. (2) Given the product COc1ccc(N2CCN(Cc3ccc(NC(=O)/C=C/c4cccc(-c5ccc(C)cc5)c4)cc3)CC2)cc1, predict the reactants needed to synthesize it. The reactants are: COc1ccc(N2CCNCC2)cc1.Cc1ccc(-c2cccc(/C=C/C(=O)Nc3ccc(CCl)cc3)c2)cc1. (3) Given the product Cn1c(C(F)(F)F)cc(=O)n(-c2ccc(Cl)c(C=CC(=O)CCl)c2)c1=O, predict the reactants needed to synthesize it. The reactants are: Cn1c(C(F)(F)F)cc(=O)n(-c2ccc(Cl)c(C=O)c2)c1=O.O=C(C=P(c1ccccc1)(c1ccccc1)c1ccccc1)CCl. (4) Given the product FC(F)(F)Oc1ccc(Nc2nc(Cl)cc(Cl)n2)cc1, predict the reactants needed to synthesize it. The reactants are: Clc1cc(Cl)nc(Cl)n1.Nc1ccc(OC(F)(F)F)cc1.